Dataset: Forward reaction prediction with 1.9M reactions from USPTO patents (1976-2016). Task: Predict the product of the given reaction. (1) Given the reactants [CH2:1]([C:3]1[CH:10]=[CH:9][CH:8]=[CH:7][C:4]=1[C:5]#[N:6])[CH3:2].[Br:11]Br, predict the reaction product. The product is: [Br:11][C:8]1[CH:9]=[CH:10][C:3]([CH2:1][CH3:2])=[C:4]([CH:7]=1)[C:5]#[N:6]. (2) The product is: [Cl:22][C:23]1[CH:31]=[CH:30][C:26]([C:27]([NH:13][C:14]2[CH:21]=[CH:20][C:17]([CH2:18][NH:19][C:10]3[C:9]4[C:4](=[CH:5][CH:6]=[CH:7][CH:8]=4)[N:3]=[C:2]([NH:33][CH3:32])[N:11]=3)=[CH:16][CH:15]=2)=[O:28])=[CH:25][N:24]=1. Given the reactants Cl[C:2]1[N:11]=[C:10](Cl)[C:9]2[C:4](=[CH:5][CH:6]=[CH:7][CH:8]=2)[N:3]=1.[NH2:13][C:14]1[CH:21]=[CH:20][C:17]([CH2:18][NH2:19])=[CH:16][CH:15]=1.[Cl:22][C:23]1[CH:31]=[CH:30][C:26]([C:27](Cl)=[O:28])=[CH:25][N:24]=1.[CH3:32][NH2:33], predict the reaction product. (3) The product is: [Cl:51][C:50]1[C:49]2[CH:48]=[CH:47][CH:46]=[CH:45][C:44]=2[N:43]2[CH2:52][O:53][C:40]3[CH:39]=[CH:38][C:37]([C:18]4[C:19]([N:21]([CH3:26])[S:22]([CH3:25])(=[O:24])=[O:23])=[CH:20][C:10]5[O:9][C:8]([C:5]6[CH:6]=[CH:7][C:2]([F:1])=[CH:3][CH:4]=6)=[C:12]([C:13]([NH:15][CH3:16])=[O:14])[C:11]=5[CH:17]=4)=[N:54][C:41]=3[C:42]=12. Given the reactants [F:1][C:2]1[CH:7]=[CH:6][C:5]([C:8]2[O:9][C:10]3[CH:20]=[C:19]([N:21]([CH3:26])[S:22]([CH3:25])(=[O:24])=[O:23])[C:18](B4OC(C)(C)C(C)(C)O4)=[CH:17][C:11]=3[C:12]=2[C:13]([NH:15][CH3:16])=[O:14])=[CH:4][CH:3]=1.Cl[C:37]1[CH:38]=[CH:39][C:40]2[O:53][CH2:52][N:43]3[C:44]4[CH:45]=[CH:46][CH:47]=[CH:48][C:49]=4[C:50]([Cl:51])=[C:42]3[C:41]=2[N:54]=1.[O-]P([O-])([O-])=O.[K+].[K+].[K+].CC(C1C=C(C(C)C)C(C2C=CC=CC=2P(C2CCCCC2)C2CCCCC2)=C(C(C)C)C=1)C, predict the reaction product. (4) Given the reactants [NH2:1][C:2]1[CH:7]=[CH:6][C:5]([N:8]2[CH2:14][CH2:13][CH2:12][N:11](C(OC(C)(C)C)=O)[CH2:10][CH2:9]2)=[CH:4][C:3]=1[NH:22][S:23]([C:26]1[CH:31]=[CH:30][CH:29]=[CH:28][CH:27]=1)(=[O:25])=[O:24].[C:32]1([CH3:42])[C:33]([S:38]([Cl:41])(=[O:40])=[O:39])=[CH:34][CH:35]=[CH:36][CH:37]=1, predict the reaction product. The product is: [ClH:41].[N:8]1([C:5]2[CH:6]=[CH:7][C:2]([NH:1][S:38]([C:33]3[CH:34]=[CH:35][CH:36]=[CH:37][C:32]=3[CH3:42])(=[O:40])=[O:39])=[C:3]([NH:22][S:23]([C:26]3[CH:27]=[CH:28][CH:29]=[CH:30][CH:31]=3)(=[O:25])=[O:24])[CH:4]=2)[CH2:14][CH2:13][CH2:12][NH:11][CH2:10][CH2:9]1. (5) Given the reactants [N:1]1[N:5]2[C:9](=[O:10])[C:4]3[N:5]([N:1]=[CH:2][CH:3]=3)[C:9](=[O:10])[C:4]2=[CH:3][CH:2]=1.[Cl:15][C:16]1[CH:22]=[CH:21][C:20]([Cl:23])=[CH:19][C:17]=1[NH2:18], predict the reaction product. The product is: [Cl:15][C:16]1[CH:22]=[CH:21][C:20]([Cl:23])=[CH:19][C:17]=1[NH:18][C:9]([C:4]1[CH:3]=[CH:2][NH:1][N:5]=1)=[O:10]. (6) Given the reactants Br[C:2]1[CH:11]=[CH:10][C:5]([C:6]([NH:8][CH3:9])=[O:7])=[C:4]([F:12])[CH:3]=1.B1(C=C)O[C:16](C)(C)[C:15](C)(C)O1.C(=O)([O-])[O-].[Na+].[Na+], predict the reaction product. The product is: [F:12][C:4]1[CH:3]=[C:2]([CH:15]=[CH2:16])[CH:11]=[CH:10][C:5]=1[C:6]([NH:8][CH3:9])=[O:7]. (7) Given the reactants Br[CH2:2][CH2:3][CH2:4][CH2:5][O:6][C:7]1[CH:16]=[C:15]2[C:10]([CH:11]([CH2:18][NH:19][C:20](=[O:26])[O:21][C:22]([CH3:25])([CH3:24])[CH3:23])[CH2:12][C:13](=[O:17])[NH:14]2)=[CH:9][CH:8]=1.Cl.[Cl:28][C:29]1[C:34]([Cl:35])=[CH:33][CH:32]=[CH:31][C:30]=1[N:36]1[CH2:41][CH2:40][NH:39][CH2:38][CH2:37]1.C([O-])([O-])=O.[K+].[K+], predict the reaction product. The product is: [Cl:28][C:29]1[C:34]([Cl:35])=[CH:33][CH:32]=[CH:31][C:30]=1[N:36]1[CH2:41][CH2:40][N:39]([CH2:2][CH2:3][CH2:4][CH2:5][O:6][C:7]2[CH:16]=[C:15]3[C:10]([CH:11]([CH2:18][NH:19][C:20](=[O:26])[O:21][C:22]([CH3:25])([CH3:24])[CH3:23])[CH2:12][C:13](=[O:17])[NH:14]3)=[CH:9][CH:8]=2)[CH2:38][CH2:37]1. (8) Given the reactants [N+:1]([C:4]1[CH:5]=[C:6]([CH:16]=[CH:17][C:18]=1[N+:19]([O-])=O)[NH:7][C:8](=[O:15])[C:9]1[CH:14]=[CH:13][CH:12]=[CH:11][CH:10]=1)([O-])=O.[N:22]1([C:28]2[CH:35]=[CH:34][C:31]([CH:32]=O)=[CH:30][CH:29]=2)[CH2:27][CH2:26][O:25][CH2:24][CH2:23]1, predict the reaction product. The product is: [O:25]1[CH2:26][CH2:27][N:22]([C:28]2[CH:35]=[CH:34][C:31]([C:32]3[NH:19][C:18]4[CH:17]=[CH:16][C:6]([NH:7][C:8](=[O:15])[C:9]5[CH:14]=[CH:13][CH:12]=[CH:11][CH:10]=5)=[CH:5][C:4]=4[N:1]=3)=[CH:30][CH:29]=2)[CH2:23][CH2:24]1.